Dataset: Peptide-MHC class I binding affinity with 185,985 pairs from IEDB/IMGT. Task: Regression. Given a peptide amino acid sequence and an MHC pseudo amino acid sequence, predict their binding affinity value. This is MHC class I binding data. (1) The peptide sequence is RTFSILNRK. The MHC is HLA-A23:01 with pseudo-sequence HLA-A23:01. The binding affinity (normalized) is 0.0847. (2) The peptide sequence is FSAVISGSV. The MHC is HLA-A02:01 with pseudo-sequence HLA-A02:01. The binding affinity (normalized) is 0.592.